Dataset: Full USPTO retrosynthesis dataset with 1.9M reactions from patents (1976-2016). Task: Predict the reactants needed to synthesize the given product. (1) The reactants are: C(OP([CH2:9][C:10]1[CH:15]=[CH:14][C:13]([N+:16]([O-:18])=[O:17])=[CH:12][CH:11]=1)(=O)OCC)C.[F:19][C:20]1[CH:21]=[C:22]([CH:25]=[CH:26][CH:27]=1)[CH:23]=O. Given the product [F:19][C:20]1[CH:21]=[C:22]([CH:23]=[CH:9][C:10]2[CH:11]=[CH:12][C:13]([N+:16]([O-:18])=[O:17])=[CH:14][CH:15]=2)[CH:25]=[CH:26][CH:27]=1, predict the reactants needed to synthesize it. (2) Given the product [F:20][C:16]1[CH:15]=[C:14]([N:9]2[CH:10]=[CH:11][C:12](=[O:13])[C:7]([C:5]3[N:28]([C:22]4[CH:27]=[CH:26][CH:25]=[CH:24][CH:23]=4)[N:2]=[CH:3][CH:4]=3)=[N:8]2)[CH:19]=[CH:18][CH:17]=1, predict the reactants needed to synthesize it. The reactants are: C[N:2](C)[CH:3]=[CH:4][C:5]([C:7]1[C:12](=[O:13])[CH:11]=[CH:10][N:9]([C:14]2[CH:19]=[CH:18][CH:17]=[C:16]([F:20])[CH:15]=2)[N:8]=1)=O.[C:22]1([NH:28]N)[CH:27]=[CH:26][CH:25]=[CH:24][CH:23]=1. (3) Given the product [Br:1][C:2]1[CH:10]=[CH:9][C:5]2[N:6]([C:14]3[S:13][C:12]([C:18]([O:20][CH3:21])=[O:19])=[C:16]([O:17][Si:32]([C:28]([CH3:31])([CH3:30])[CH3:29])([CH3:34])[CH3:33])[CH:15]=3)[CH:7]=[N:8][C:4]=2[CH:3]=1, predict the reactants needed to synthesize it. The reactants are: [Br:1][C:2]1[CH:10]=[CH:9][C:5]2[N:6]=[CH:7][NH:8][C:4]=2[CH:3]=1.Cl[C:12]1([C:18]([O:20][CH3:21])=[O:19])[C:16](=[O:17])[CH:15]=[CH:14][S:13]1.CN1C=CN=C1.[C:28]([Si:32](Cl)([CH3:34])[CH3:33])([CH3:31])([CH3:30])[CH3:29]. (4) Given the product [CH3:5][O:4][C:1](=[O:6])[CH:15]([C:13]1[S:14][C:10]([Br:9])=[CH:11][CH:12]=1)[CH:16]=[O:21], predict the reactants needed to synthesize it. The reactants are: [C:1](=[O:6])([O:4][CH3:5])OC.[H-].[Na+].[Br:9][C:10]1[S:14][C:13]([C:15](=O)[CH3:16])=[CH:12][CH:11]=1.C1C[O:21]CC1. (5) Given the product [Cl:54][C:55]1[C:56]([F:64])=[C:57]([NH:61][C:62](=[O:63])[NH:32][C:33]2[CH:34]=[CH:35][C:36]([C:39]3[S:43][C:42]([CH:44]4[CH2:45][CH2:46][CH:47]([C:50]([O:52][CH3:53])=[O:51])[CH2:48][CH2:49]4)=[N:41][CH:40]=3)=[CH:37][CH:38]=2)[CH:58]=[CH:59][CH:60]=1, predict the reactants needed to synthesize it. The reactants are: FC(F)(F)C1C=C(NC(=O)NC2C=CC(C3SC(CCC(OC)=O)=NC=3)=CC=2)C=CC=1.[NH2:32][C:33]1[CH:38]=[CH:37][C:36]([C:39]2[S:43][C:42]([CH:44]3[CH2:49][CH2:48][CH:47]([C:50]([O:52][CH3:53])=[O:51])[CH2:46][CH2:45]3)=[N:41][CH:40]=2)=[CH:35][CH:34]=1.[Cl:54][C:55]1[C:56]([F:64])=[C:57]([N:61]=[C:62]=[O:63])[CH:58]=[CH:59][CH:60]=1. (6) Given the product [Br:8][C:9]1[CH:10]=[C:11]2[N:17]([CH2:5][CH:4]3[CH2:7][CH2:3]3)[CH:16]=[CH:15][C:12]2=[N:13][CH:14]=1, predict the reactants needed to synthesize it. The reactants are: [H-].[Na+].[CH2:3]1[CH2:7]O[CH2:5][CH2:4]1.[Br:8][C:9]1[CH:10]=[C:11]2[NH:17][CH:16]=[CH:15][C:12]2=[N:13][CH:14]=1.C1(CBr)CC1. (7) The reactants are: O[NH:2][C:3](=O)C.[CH3:6][C:7]([O-:10])(C)[CH3:8].[K+].[Cl:12][C:13]1[CH:14]=[C:15]([C:24]2[C:33]3[C:28](=[CH:29]C(C#N)=C(F)C=3)[C:27]([CH3:37])=[CH:26][N:25]=2)[CH:16]=[N:17][C:18]=1[O:19][CH2:20][CH:21]([CH3:23])[CH3:22].C[N:39](C=O)C. Given the product [Cl:12][C:13]1[CH:14]=[C:15]([C:24]2[C:33]3[C:28](=[CH:29][C:6]4[C:3]([NH2:2])=[N:39][O:10][C:7]=4[CH:8]=3)[C:27]([CH3:37])=[CH:26][N:25]=2)[CH:16]=[N:17][C:18]=1[O:19][CH2:20][CH:21]([CH3:22])[CH3:23], predict the reactants needed to synthesize it.